From a dataset of Catalyst prediction with 721,799 reactions and 888 catalyst types from USPTO. Predict which catalyst facilitates the given reaction. Reactant: [C:1](Cl)([C:14]1[CH:19]=[CH:18][CH:17]=[CH:16][CH:15]=1)([C:8]1[CH:13]=[CH:12][CH:11]=[CH:10][CH:9]=1)[C:2]1[CH:7]=[CH:6][CH:5]=[CH:4][CH:3]=1.[NH:21]1[CH:25]=[C:24]([CH:26]=[O:27])[N:23]=[CH:22]1.C(N(CC)CC)C. Product: [C:1]([N:21]1[CH:25]=[C:24]([CH:26]=[O:27])[N:23]=[CH:22]1)([C:14]1[CH:19]=[CH:18][CH:17]=[CH:16][CH:15]=1)([C:8]1[CH:13]=[CH:12][CH:11]=[CH:10][CH:9]=1)[C:2]1[CH:7]=[CH:6][CH:5]=[CH:4][CH:3]=1. The catalyst class is: 46.